The task is: Predict the product of the given reaction.. This data is from Forward reaction prediction with 1.9M reactions from USPTO patents (1976-2016). (1) Given the reactants [C:1]([C:5]1[CH:10]=[CH:9][CH:8]=[CH:7][C:6]=1[N:11]=[C:12]([C:14]1[CH:19]=[CH:18][CH:17]=[C:16]([C:20](=O)[CH3:21])[N:15]=1)[CH3:13])([CH3:4])([CH3:3])[CH3:2].[CH3:23][C:24]1[CH:25]=[C:26]([CH:28]=[C:29]([CH3:31])[CH:30]=1)[NH2:27], predict the reaction product. The product is: [C:1]([C:5]1[CH:10]=[CH:9][CH:8]=[CH:7][C:6]=1[N:11]=[C:12]([C:14]1[CH:19]=[CH:18][CH:17]=[C:16]([C:20](=[N:27][C:26]2[CH:28]=[C:29]([CH3:31])[CH:30]=[C:24]([CH3:23])[CH:25]=2)[CH3:21])[N:15]=1)[CH3:13])([CH3:4])([CH3:3])[CH3:2]. (2) Given the reactants C(=O)([O-])[O-].[K+].[K+].Cl.[N:8]12[CH2:15][CH2:14][CH:11]([CH2:12][CH2:13]1)[C@@H:10]([C:16]([Cl:18])=[O:17])[CH2:9]2.[NH2:19][C:20]1[CH:25]=[CH:24][C:23]([C:26]2[CH:31]=[CH:30][C:29]([N+:32]([O-:34])=[O:33])=[CH:28][CH:27]=2)=[CH:22][CH:21]=1.O1CCOCC1, predict the reaction product. The product is: [ClH:18].[N+:32]([C:29]1[CH:28]=[CH:27][C:26]([C:23]2[CH:24]=[CH:25][C:20]([NH:19][C:16]([C@@H:10]3[CH:11]4[CH2:14][CH2:15][N:8]([CH2:13][CH2:12]4)[CH2:9]3)=[O:17])=[CH:21][CH:22]=2)=[CH:31][CH:30]=1)([O-:34])=[O:33]. (3) Given the reactants [C:1]([O:5][C:6](=[O:14])[C:7]1[CH:12]=[CH:11][C:10]([OH:13])=[CH:9][CH:8]=1)([CH3:4])([CH3:3])[CH3:2].[C:15]([O:19][C:20](=[O:47])[CH:21]([NH:34][C:35](=[O:46])[CH2:36][CH2:37][CH2:38][CH2:39][CH2:40][CH2:41][CH2:42][CH2:43][CH2:44]Br)[CH2:22][CH2:23][C:24]([O:26][CH2:27][C:28]1[CH:33]=[CH:32][CH:31]=[CH:30][CH:29]=1)=[O:25])([CH3:18])([CH3:17])[CH3:16].C([O-])([O-])=O.[K+].[K+].N#N, predict the reaction product. The product is: [C:15]([O:19][C:20](=[O:47])[CH:21]([NH:34][C:35](=[O:46])[CH2:36][CH2:37][CH2:38][CH2:39][CH2:40][CH2:41][CH2:42][CH2:43][CH2:44][O:13][C:10]1[CH:9]=[CH:8][C:7]([C:6]([O:5][C:1]([CH3:4])([CH3:2])[CH3:3])=[O:14])=[CH:12][CH:11]=1)[CH2:22][CH2:23][C:24]([O:26][CH2:27][C:28]1[CH:29]=[CH:30][CH:31]=[CH:32][CH:33]=1)=[O:25])([CH3:16])([CH3:17])[CH3:18]. (4) Given the reactants [OH:1][C:2]1[N:7]=[CH:6][C:5]([C:8]23[N:20]([C:21]([C:23]4[C:24]([CH3:28])=[N:25][O:26][CH:27]=4)=[O:22])[CH2:19][CH2:18][N:9]2[C:10](=[O:17])[C:11]2[N:12]([CH:14]=[CH:15][CH:16]=2)[CH2:13]3)=[CH:4][CH:3]=1.[C:29](=O)([O-])[O-].[Cs+].[Cs+].CI, predict the reaction product. The product is: [CH3:28][C:24]1[C:23]([C:21]([N:20]2[C:8]3([C:5]4[CH:4]=[CH:3][C:2](=[O:1])[N:7]([CH3:29])[CH:6]=4)[CH2:13][N:12]4[CH:14]=[CH:15][CH:16]=[C:11]4[C:10](=[O:17])[N:9]3[CH2:18][CH2:19]2)=[O:22])=[CH:27][O:26][N:25]=1. (5) Given the reactants N[C@@H]1C(C)(C)[N:4]([CH:8]([Si:13]([CH3:16])([CH3:15])[CH3:14])[Si:9]([CH3:12])([CH3:11])[CH3:10])[C:3]1=[O:17].CCN(C(C)C)C(C)C.C1(C2C=CC([C:39]3C=[CH:43][N:42]([C:45]([O-:47])=[O:46])[C:41](=O)[C:40]=3[CH3:49])=CC=2)CCCCC1.[CH:50]1([C:56]2[CH:61]=[CH:60][C:59](CO)=[CH:58][CH:57]=2)[CH2:55][CH2:54][CH2:53][CH2:52][CH2:51]1, predict the reaction product. The product is: [CH:50]1([C:56]2[CH:57]=[CH:58][C:59]([O:47][C:45](=[O:46])[N:42]([CH3:43])[C@H:41]3[C:3](=[O:17])[N:4]([CH:8]([Si:9]([CH3:12])([CH3:11])[CH3:10])[Si:13]([CH3:15])([CH3:14])[CH3:16])[C:40]3([CH3:49])[CH3:39])=[CH:60][CH:61]=2)[CH2:51][CH2:52][CH2:53][CH2:54][CH2:55]1. (6) The product is: [OH:1][NH:2][C:3]([C:5]1[CH:14]=[C:13]2[C:8]([CH2:9][CH2:10][CH:11]([NH:15][C:16]([C:18]3([CH3:31])[CH2:23][CH2:22][NH:21][CH2:20][CH2:19]3)=[O:17])[CH2:12]2)=[CH:7][CH:6]=1)=[O:4]. Given the reactants [OH:1][NH:2][C:3]([C:5]1[CH:14]=[C:13]2[C:8]([CH2:9][CH2:10][CH:11]([NH:15][C:16]([C:18]3([CH3:31])[CH2:23][CH2:22][N:21](C(OC(C)(C)C)=O)[CH2:20][CH2:19]3)=[O:17])[CH2:12]2)=[CH:7][CH:6]=1)=[O:4].Cl, predict the reaction product.